This data is from Catalyst prediction with 721,799 reactions and 888 catalyst types from USPTO. The task is: Predict which catalyst facilitates the given reaction. Reactant: C([O:5][CH2:6][CH:7]([CH2:12][CH3:13])[CH2:8][CH2:9][CH2:10][CH3:11])(=O)C=C.C(N1CCCC1=[O:21])=C.C(O)(=O)C=C.N(C(C)(C)C#N)=NC(C)(C)C#N. Product: [CH3:11][CH2:10][CH2:9][CH2:8][CH:7]([C:6]([OH:5])=[O:21])[CH2:12][CH3:13]. The catalyst class is: 13.